This data is from Forward reaction prediction with 1.9M reactions from USPTO patents (1976-2016). The task is: Predict the product of the given reaction. (1) Given the reactants [CH2:1]([O:8][NH:9][C:10](=[O:30])[CH2:11][C@H:12]([C:22]1[O:23][C:24]([CH3:29])=[C:25]([CH:27]=O)[N:26]=1)[CH2:13][CH2:14][CH2:15][CH:16]1[CH2:21][CH2:20][CH2:19][CH2:18][CH2:17]1)[C:2]1[CH:7]=[CH:6][CH:5]=[CH:4][CH:3]=1.[NH:31]1[CH2:36][CH2:35][O:34][CH2:33][CH2:32]1, predict the reaction product. The product is: [CH2:1]([O:8][NH:9][C:10](=[O:30])[CH2:11][C@H:12]([C:22]1[O:23][C:24]([CH3:29])=[C:25]([CH2:27][N:31]2[CH2:36][CH2:35][O:34][CH2:33][CH2:32]2)[N:26]=1)[CH2:13][CH2:14][CH2:15][CH:16]1[CH2:17][CH2:18][CH2:19][CH2:20][CH2:21]1)[C:2]1[CH:7]=[CH:6][CH:5]=[CH:4][CH:3]=1. (2) Given the reactants [CH3:1]C([O-])(C)C.[K+].[Cl:7][C:8]1[CH:9]=[C:10]([CH:15]=[CH:16][C:17]#[N:18])[CH:11]=[C:12]([Cl:14])[CH:13]=1.CC1C=CC(S([CH2:29][N+:30]#[C-])(=O)=O)=CC=1, predict the reaction product. The product is: [Cl:7][C:8]1[CH:9]=[C:10]([C:15]2[C:16]([C:29]#[N:30])=[CH:17][NH:18][CH:1]=2)[CH:11]=[C:12]([Cl:14])[CH:13]=1.